This data is from Forward reaction prediction with 1.9M reactions from USPTO patents (1976-2016). The task is: Predict the product of the given reaction. (1) Given the reactants [N:1]([CH2:4][CH2:5][CH2:6]CO)=[N+:2]=[N-:3].S(Cl)(C)(=O)=O.[CH3:14][S:15]([O:18][CH2:19]CN=[N+]=[N-])(=[O:17])=[O:16], predict the reaction product. The product is: [CH3:14][S:15]([O:18][CH2:19][CH:4]([N:1]=[N+:2]=[N-:3])[CH2:5][CH3:6])(=[O:17])=[O:16]. (2) Given the reactants [F:1][C:2]1[CH:3]=[C:4]([C:10]2[C:19]3[C:14](=[CH:15][CH:16]=[CH:17][CH:18]=3)[C:13]([CH:20]=[O:21])=[CH:12][CH:11]=2)[CH:5]=[CH:6][C:7]=1[O:8]C.Cl.N1C=CC=CC=1, predict the reaction product. The product is: [F:1][C:2]1[CH:3]=[C:4]([C:10]2[C:19]3[C:14](=[CH:15][CH:16]=[CH:17][CH:18]=3)[C:13]([CH:20]=[O:21])=[CH:12][CH:11]=2)[CH:5]=[CH:6][C:7]=1[OH:8]. (3) Given the reactants [C:1]([C:3]1[N:4]=[C:5]([C:8]([NH:10][C:11]2[CH:12]=[CH:13][C:14]([CH:25]3[CH2:30][C:29]([CH3:32])([CH3:31])[O:28][C:27]([CH3:40])([C:33]([O:35]CCCC)=[O:34])[CH2:26]3)=[N:15][C:16]=2[C:17]2[CH2:22][CH2:21][C:20]([CH3:24])([CH3:23])[CH2:19][CH:18]=2)=[O:9])[NH:6][CH:7]=1)#[N:2].[OH-].[Li+].Cl, predict the reaction product. The product is: [C:1]([C:3]1[N:4]=[C:5]([C:8]([NH:10][C:11]2[CH:12]=[CH:13][C:14]([CH:25]3[CH2:30][C:29]([CH3:31])([CH3:32])[O:28][C:27]([CH3:40])([C:33]([OH:35])=[O:34])[CH2:26]3)=[N:15][C:16]=2[C:17]2[CH2:22][CH2:21][C:20]([CH3:23])([CH3:24])[CH2:19][CH:18]=2)=[O:9])[NH:6][CH:7]=1)#[N:2]. (4) Given the reactants [Cl:1][C:2]1[CH:3]=[C:4]2[C:9](=[CH:10][C:11]=1[N:12]1[CH2:17][C:16]3[C:18]([CH:25]4[CH2:27][CH2:26]4)=[N:19][C:20]([C:22]([OH:24])=O)=[CH:21][C:15]=3[NH:14][C:13]1=[O:28])[O:8][CH:7]([C:29]1[C:34]([F:35])=[CH:33][CH:32]=[CH:31][N:30]=1)[CH2:6][CH2:5]2.CC[N:38]=C=NCCCN(C)C.O, predict the reaction product. The product is: [Cl:1][C:2]1[CH:3]=[C:4]2[C:9](=[CH:10][C:11]=1[N:12]1[CH2:17][C:16]3[C:18]([CH:25]4[CH2:27][CH2:26]4)=[N:19][C:20]([C:22]([NH2:38])=[O:24])=[CH:21][C:15]=3[NH:14][C:13]1=[O:28])[O:8][CH:7]([C:29]1[C:34]([F:35])=[CH:33][CH:32]=[CH:31][N:30]=1)[CH2:6][CH2:5]2. (5) Given the reactants [C:1]([O:5][CH2:6][CH2:7][CH2:8][CH2:9][CH2:10][CH:11]([CH3:13])[CH3:12])(=[O:4])[CH:2]=[CH2:3].[C:14]([OH:18])(=[O:17])[CH:15]=[CH2:16], predict the reaction product. The product is: [C:1]([O:5][CH2:6][CH2:7][CH2:8][CH2:9][CH2:10][CH:11]([CH3:13])[CH3:12])(=[O:4])[CH:2]=[CH2:3].[C:14]([OH:18])(=[O:17])[CH:15]=[CH2:16]. (6) Given the reactants [CH2:1]([O:8][C:9]1[CH:14]=[CH:13][C:12]([S:15][C:16]2[CH:21]=[C:20]([Cl:22])[N:19]=[C:18]([NH2:23])[N:17]=2)=[C:11]([N+:24]([O-])=O)[CH:10]=1)[C:2]1[CH:7]=[CH:6][CH:5]=[CH:4][CH:3]=1.[Cl-].[NH4+].O1CCCC1.O, predict the reaction product. The product is: [NH2:24][C:11]1[CH:10]=[C:9]([O:8][CH2:1][C:2]2[CH:7]=[CH:6][CH:5]=[CH:4][CH:3]=2)[CH:14]=[CH:13][C:12]=1[S:15][C:16]1[CH:21]=[C:20]([Cl:22])[N:19]=[C:18]([NH2:23])[N:17]=1. (7) Given the reactants N(SC[C@@H](C(NCC(O)=O)=O)N[C:7](=O)[CH2:8][CH2:9][C@@H:10]([C:12]([OH:14])=[O:13])N)=O.[CH3:23][CH:24]([C:26](C1C=CC(OC)=C(OC)C=1)(C#N)[CH2:27]CCN(CCC1C=CC(OC)=C(OC)C=1)C)C.CC[C@@H]1NC(=O)[C@H]([C@H](O)[C@@H](C/C=C/C)C)N(C)C(=O)[C@H](C(C)C)N(C)C(=O)[C@H](CC(C)C)N(C)C(=O)[C@H](CC(C)C)N(C)C(=O)[C@@H](C)NC(=O)[C@H](C)NC(=O)[C@H](CC(C)C)N(C)C(=O)[C@H](C(C)C)NC(=O)[C@H](CC(C)C)N(C)C(=O)CN(C)C1=O.C=CCNC1N=C(NCC=C)N=C(N2CCC(NCC(C3C=CC(F)=CC=3)C3C=CC(F)=CC=3)CC2)N=1.CN(C(CCSC(SCCC(O)=O)C1C=CC=C(/C=C/C2C=CC3C=CC(Cl)=CC=3N=2)C=1)=O)C.N[C@@H](CCC(N[C@H](C(NCC(O)=O)=O)CS)=O)C(O)=O.NCC(C([O-])=O)=O, predict the reaction product. The product is: [CH3:23][CH2:24][CH2:26][CH2:27][CH2:7][CH2:8][CH2:9][CH2:10][C:12]([OH:14])=[O:13].